Task: Regression. Given a peptide amino acid sequence and an MHC pseudo amino acid sequence, predict their binding affinity value. This is MHC class II binding data.. Dataset: Peptide-MHC class II binding affinity with 134,281 pairs from IEDB (1) The peptide sequence is DIYNYMEPYVSKVDP. The MHC is HLA-DQA10102-DQB10502 with pseudo-sequence CNYHQGGGARVAHIMYFGGTHYSVGASRVHVAGI. The binding affinity (normalized) is 0.297. (2) The peptide sequence is DTGHGTVVMQVKVSK. The MHC is DRB3_0202 with pseudo-sequence DRB3_0202. The binding affinity (normalized) is 0.